Task: Binary Classification. Given a drug SMILES string, predict its activity (active/inactive) in a high-throughput screening assay against a specified biological target.. Dataset: HIV replication inhibition screening data with 41,000+ compounds from the AIDS Antiviral Screen (1) The compound is O=C(OCc1ccccc1C1CSCSC1)c1cc(C(=O)OCc2ccccc2C2CSCSC2)c(C(=O)OCc2ccccc2C2CSCSC2)cc1C(=O)OCc1ccccc1C1CSCSC1. The result is 0 (inactive). (2) The molecule is O=C(O)CSc1nnc(COc2ccccc2)n1-c1ccccc1. The result is 0 (inactive).